This data is from Forward reaction prediction with 1.9M reactions from USPTO patents (1976-2016). The task is: Predict the product of the given reaction. (1) Given the reactants [C:1]([CH:5]1[O:21][C:9]2[N:10]=[C:11](Cl)[N:12]=[C:13]([N:14]3[CH2:19][CH2:18][O:17][CH2:16][CH2:15]3)[C:8]=2[O:7][CH2:6]1)([CH3:4])([CH3:3])[CH3:2].CC1(C)C(C)(C)OB([C:30]2[CH:31]=[N:32][C:33]([NH2:36])=[N:34][CH:35]=2)O1.C(=O)([O-])[O-].[Na+].[Na+], predict the reaction product. The product is: [C:1]([CH:5]1[O:21][C:9]2[N:10]=[C:11]([C:30]3[CH:31]=[N:32][C:33]([NH2:36])=[N:34][CH:35]=3)[N:12]=[C:13]([N:14]3[CH2:19][CH2:18][O:17][CH2:16][CH2:15]3)[C:8]=2[O:7][CH2:6]1)([CH3:4])([CH3:3])[CH3:2]. (2) Given the reactants [Cl:1][C:2]1[CH:24]=[C:23]([C:25]([NH:27][CH2:28][C:29]2[CH:34]=[CH:33][CH:32]=[C:31]([OH:35])[CH:30]=2)=[O:26])[CH:22]=[C:21]([Cl:36])[C:3]=1[C:4]([NH:6][C@H:7]([C:17]([O:19]C)=[O:18])[CH2:8][NH:9][C:10]([C:12]1[S:13][CH:14]=[CH:15][CH:16]=1)=[O:11])=[O:5].[OH-].[Na+], predict the reaction product. The product is: [Cl:1][C:2]1[CH:24]=[C:23]([C:25]([NH:27][CH2:28][C:29]2[CH:34]=[CH:33][CH:32]=[C:31]([OH:35])[CH:30]=2)=[O:26])[CH:22]=[C:21]([Cl:36])[C:3]=1[C:4]([NH:6][C@H:7]([C:17]([OH:19])=[O:18])[CH2:8][NH:9][C:10]([C:12]1[S:13][CH:14]=[CH:15][CH:16]=1)=[O:11])=[O:5]. (3) Given the reactants [Cl:1][C:2]1[C:3]2[CH:11]=[CH:10][NH:9][C:4]=2[N:5]=[C:6]([NH2:8])[N:7]=1.C([O-])([O-])=O.[K+].[K+].Br[CH2:19][CH:20]1[CH2:25][CH2:24][N:23]([C:26]([O:28][C:29]([CH3:32])([CH3:31])[CH3:30])=[O:27])[CH2:22][CH2:21]1.[Br-], predict the reaction product. The product is: [NH2:8][C:6]1[N:7]=[C:2]([Cl:1])[C:3]2[CH:11]=[CH:10][N:9]([CH2:19][CH:20]3[CH2:25][CH2:24][N:23]([C:26]([O:28][C:29]([CH3:30])([CH3:32])[CH3:31])=[O:27])[CH2:22][CH2:21]3)[C:4]=2[N:5]=1. (4) Given the reactants ClC1C=C(C=CC=1)C(OO)=[O:6].[CH3:12][S:13][CH2:14][CH2:15][CH2:16][O:17][CH2:18][CH2:19][N:20]1[C:32]2[C:31]3[CH:30]=[CH:29][CH:28]=[CH:27][C:26]=3[N:25]=[C:24]([NH2:33])[C:23]=2[N:22]=[C:21]1[CH2:34][CH2:35][CH3:36], predict the reaction product. The product is: [CH3:12][S:13]([CH2:14][CH2:15][CH2:16][O:17][CH2:18][CH2:19][N:20]1[C:32]2[C:31]3[CH:30]=[CH:29][CH:28]=[CH:27][C:26]=3[N:25]=[C:24]([NH2:33])[C:23]=2[N:22]=[C:21]1[CH2:34][CH2:35][CH3:36])=[O:6]. (5) Given the reactants C(Cl)(=O)C(Cl)=O.CS(C)=O.[CH2:11]([O:13][C:14](=[O:55])[CH2:15][NH:16][C:17]([C:19]1[C:24]([O:25][CH2:26][C:27]2[CH:32]=[CH:31][CH:30]=[CH:29][CH:28]=2)=[C:23]([CH3:33])[N:22]=[C:21]([CH2:34][CH:35]2[CH2:40][CH2:39][N:38]([C:41]3[CH:46]=[CH:45][C:44]([C:47]4[CH:52]=[CH:51][C:50]([CH2:53][OH:54])=[CH:49][CH:48]=4)=[CH:43][CH:42]=3)[CH2:37][CH2:36]2)[N:20]=1)=[O:18])[CH3:12].C(N(CC)CC)C, predict the reaction product. The product is: [CH2:11]([O:13][C:14](=[O:55])[CH2:15][NH:16][C:17]([C:19]1[C:24]([O:25][CH2:26][C:27]2[CH:28]=[CH:29][CH:30]=[CH:31][CH:32]=2)=[C:23]([CH3:33])[N:22]=[C:21]([CH2:34][CH:35]2[CH2:40][CH2:39][N:38]([C:41]3[CH:42]=[CH:43][C:44]([C:47]4[CH:48]=[CH:49][C:50]([CH:53]=[O:54])=[CH:51][CH:52]=4)=[CH:45][CH:46]=3)[CH2:37][CH2:36]2)[N:20]=1)=[O:18])[CH3:12]. (6) The product is: [CH3:33][O:34][CH2:35][C:36]([NH:1][C@@H:2]1[CH2:7][CH2:6][C@H:5]([NH:8][C:9]([C:11]2[C:15]3[N:16]=[CH:17][N:18]=[C:19]([C:20]4[CH:25]=[C:24]([O:26][CH3:27])[CH:23]=[CH:22][C:21]=4[O:28][CH2:29][CH:30]4[CH2:31][CH2:32]4)[C:14]=3[NH:13][CH:12]=2)=[O:10])[CH2:4][CH2:3]1)=[O:37]. Given the reactants [NH2:1][C@@H:2]1[CH2:7][CH2:6][C@H:5]([NH:8][C:9]([C:11]2[C:15]3[N:16]=[CH:17][N:18]=[C:19]([C:20]4[CH:25]=[C:24]([O:26][CH3:27])[CH:23]=[CH:22][C:21]=4[O:28][CH2:29][CH:30]4[CH2:32][CH2:31]4)[C:14]=3[NH:13][CH:12]=2)=[O:10])[CH2:4][CH2:3]1.[CH3:33][O:34][CH2:35][C:36](Cl)=[O:37], predict the reaction product. (7) Given the reactants C(NC(C)C)(C)C.C([Li])CCC.[CH2:13]1[O:23][C:16]2([CH2:21][CH2:20][C:19](=[O:22])[CH2:18][CH2:17]2)[O:15][CH2:14]1.C1C=CC(N[S:31]([C:34]([F:37])([F:36])[F:35])(=[O:33])=[O:32])=CC=1, predict the reaction product. The product is: [F:35][C:34]([F:37])([F:36])[S:31]([O:22][C:19]1[CH2:18][CH2:17][C:16]2([O:15][CH2:14][CH2:13][O:23]2)[CH2:21][CH:20]=1)(=[O:33])=[O:32].